Dataset: Forward reaction prediction with 1.9M reactions from USPTO patents (1976-2016). Task: Predict the product of the given reaction. (1) Given the reactants [CH3:1][O:2][C:3]1[CH:4]=[C:5]2[C:10](=[CH:11][C:12]=1[O:13][CH3:14])[N:9]=[CH:8][CH:7]=[C:6]2[O:15][C:16]1[CH:22]=[CH:21][C:19]([NH2:20])=[CH:18][CH:17]=1.C(O)C.[Cl:26][C:27]1[CH:32]=[CH:31][C:30]([C:33]([N:35]=[C:36]=[S:37])=[O:34])=[CH:29][CH:28]=1, predict the reaction product. The product is: [Cl:26][C:27]1[CH:32]=[CH:31][C:30]([C:33]([NH:35][C:36]([NH:20][C:19]2[CH:21]=[CH:22][C:16]([O:15][C:6]3[C:5]4[C:10](=[CH:11][C:12]([O:13][CH3:14])=[C:3]([O:2][CH3:1])[CH:4]=4)[N:9]=[CH:8][CH:7]=3)=[CH:17][CH:18]=2)=[S:37])=[O:34])=[CH:29][CH:28]=1. (2) Given the reactants [F:1][C:2]([F:34])([F:33])[C:3]1[CH:4]=[C:5]([C@H:13]([O:15][C@H:16]2[O:24][CH2:23][C@@H:19]3[CH2:20][NH:21][CH2:22][C@H:18]3[C@@H:17]2[C:25]2[CH:30]=[CH:29][C:28]([F:31])=[CH:27][C:26]=2[CH3:32])[CH3:14])[CH:6]=[C:7]([C:9]([F:12])([F:11])[F:10])[CH:8]=1.Br[C:36]1[C:37](=[O:43])[NH:38][C:39](=[O:42])[NH:40][CH:41]=1, predict the reaction product. The product is: [F:34][C:2]([F:1])([F:33])[C:3]1[CH:4]=[C:5]([C@H:13]([O:15][C@H:16]2[O:24][CH2:23][C@@H:19]3[CH2:20][N:21]([C:36]4[C:37](=[O:43])[NH:38][C:39](=[O:42])[NH:40][CH:41]=4)[CH2:22][C@H:18]3[C@@H:17]2[C:25]2[CH:30]=[CH:29][C:28]([F:31])=[CH:27][C:26]=2[CH3:32])[CH3:14])[CH:6]=[C:7]([C:9]([F:12])([F:10])[F:11])[CH:8]=1.